From a dataset of Forward reaction prediction with 1.9M reactions from USPTO patents (1976-2016). Predict the product of the given reaction. (1) Given the reactants [CH2:1]([C:3]1[CH:7]=[CH:6][S:5][CH:4]=1)[CH3:2].[Br:8][C:9]1[CH:10]=[C:11]([CH:14]=[CH:15][CH:16]=1)[CH:12]=O, predict the reaction product. The product is: [Br:8][C:9]1[CH:10]=[C:11]([CH2:12][C:6]2[S:5][CH:4]=[C:3]([CH2:1][CH3:2])[CH:7]=2)[CH:14]=[CH:15][CH:16]=1. (2) Given the reactants [Cl:1][C:2]1[C:11]2[C:6](=[CH:7][CH:8]=[CH:9][CH:10]=2)[CH:5]=[C:4]([CH3:12])[C:3]=1[OH:13].[F:14][C:15]([F:28])([F:27])[S:16](O[S:16]([C:15]([F:28])([F:27])[F:14])(=[O:18])=[O:17])(=[O:18])=[O:17].N1C(C)=CC=CC=1C, predict the reaction product. The product is: [Cl:1][C:2]1[C:11]2[C:6](=[CH:7][CH:8]=[CH:9][CH:10]=2)[CH:5]=[C:4]([CH3:12])[C:3]=1[O:13][S:16]([C:15]([F:28])([F:27])[F:14])(=[O:18])=[O:17]. (3) Given the reactants ON1C2C=CC=CC=2N=N1.C1(N=C=NC2CCCCC2)CCCCC1.C(N(CC)CC)C.[CH:33]1([CH2:36][N:37]2[C:45]([N:46]3[CH2:51][CH2:50][NH:49][C@@H:48]([CH3:52])[CH2:47]3)=[N:44][C:43]3[C:38]2=[N:39][C:40]([C:59]2[CH:60]=[N:61][C:62]([NH2:65])=[N:63][CH:64]=2)=[N:41][C:42]=3[N:53]2[CH2:58][CH2:57][O:56][CH2:55][CH2:54]2)[CH2:35][CH2:34]1.[C:66](O)(=[O:70])[C@@H:67]([CH3:69])[OH:68], predict the reaction product. The product is: [NH2:65][C:62]1[N:63]=[CH:64][C:59]([C:40]2[N:39]=[C:38]3[C:43]([N:44]=[C:45]([N:46]4[CH2:51][CH2:50][N:49]([C:66](=[O:70])[C@H:67]([OH:68])[CH3:69])[C@@H:48]([CH3:52])[CH2:47]4)[N:37]3[CH2:36][CH:33]3[CH2:35][CH2:34]3)=[C:42]([N:53]3[CH2:58][CH2:57][O:56][CH2:55][CH2:54]3)[N:41]=2)=[CH:60][N:61]=1. (4) Given the reactants [C:1]([O:5][C:6]([N:8]1[CH2:13][CH2:12][C:11]([C:35]2[CH:40]=[CH:39][C:38](Br)=[CH:37][CH:36]=2)([CH:14]([O:23][C:24]2[NH:28][C:27]3[CH:29]=[C:30]([Cl:34])[C:31]([Cl:33])=[CH:32][C:26]=3[N:25]=2)[CH2:15][O:16][CH2:17][CH2:18][Si:19]([CH3:22])([CH3:21])[CH3:20])[CH2:10][CH2:9]1)=[O:7])([CH3:4])([CH3:3])[CH3:2].[C:42]([C:44]1[CH:45]=[C:46](B(O)O)[CH:47]=[CH:48][CH:49]=1)#[N:43].C1(C)C=CC=CC=1.C([O-])([O-])=O.[Na+].[Na+], predict the reaction product. The product is: [C:1]([O:5][C:6]([N:8]1[CH2:13][CH2:12][C:11]([C:35]2[CH:40]=[CH:39][C:38]([C:48]3[CH:47]=[CH:46][CH:45]=[C:44]([C:42]#[N:43])[CH:49]=3)=[CH:37][CH:36]=2)([CH:14]([O:23][C:24]2[NH:28][C:27]3[CH:29]=[C:30]([Cl:34])[C:31]([Cl:33])=[CH:32][C:26]=3[N:25]=2)[CH2:15][O:16][CH2:17][CH2:18][Si:19]([CH3:22])([CH3:21])[CH3:20])[CH2:10][CH2:9]1)=[O:7])([CH3:4])([CH3:3])[CH3:2].